This data is from Full USPTO retrosynthesis dataset with 1.9M reactions from patents (1976-2016). The task is: Predict the reactants needed to synthesize the given product. (1) Given the product [F:1][C:2]1[CH:3]=[C:4]([CH:20]=[CH:21][C:22]=1[F:23])[C:5]([C:12]1[CH:17]=[CH:16][C:15]([F:18])=[C:14]([F:19])[CH:13]=1)([OH:11])[C:6]([O:8][C@@:9]12[N:31]([CH3:24])[C@@H:28]([CH2:29][CH2:30]1)[CH2:27][CH:26]=[CH:10]2)=[O:7], predict the reactants needed to synthesize it. The reactants are: [F:1][C:2]1[CH:3]=[C:4]([CH:20]=[CH:21][C:22]=1[F:23])[C:5]([C:12]1[CH:17]=[CH:16][C:15]([F:18])=[C:14]([F:19])[CH:13]=1)([OH:11])[C:6]([O:8][CH2:9][CH3:10])=[O:7].[C@@:24]12(O)[N:31](C)[C@@H:28]([CH2:29][CH2:30]1)[CH2:27][CH:26]=C2.[Na].O. (2) Given the product [C:23]([O:22][C:20]([N:18]1[CH2:19][C@@H:14]([N:13]([C:11]([C:8]2[N:7]([CH2:35][CH2:36][CH2:37][CH2:38][O:39][CH3:40])[C:6]3[CH:5]=[CH:4][CH:3]=[C:2]([F:1])[C:10]=3[N:9]=2)=[O:12])[CH2:31][CH:32]([CH3:33])[CH3:34])[CH2:15][C@@H:16]([C:27]([OH:29])=[O:28])[CH2:17]1)=[O:21])([CH3:25])([CH3:26])[CH3:24], predict the reactants needed to synthesize it. The reactants are: [F:1][C:2]1[C:10]2[N:9]=[C:8]([C:11]([N:13]([CH2:31][CH:32]([CH3:34])[CH3:33])[C@@H:14]3[CH2:19][N:18]([C:20]([O:22][C:23]([CH3:26])([CH3:25])[CH3:24])=[O:21])[CH2:17][C@H:16]([C:27]([O:29]C)=[O:28])[CH2:15]3)=[O:12])[N:7]([CH2:35][CH2:36][CH2:37][CH2:38][O:39][CH3:40])[C:6]=2[CH:5]=[CH:4][CH:3]=1.[OH-].[Na+].